From a dataset of Full USPTO retrosynthesis dataset with 1.9M reactions from patents (1976-2016). Predict the reactants needed to synthesize the given product. (1) Given the product [F:26][C:23]1[CH:24]=[CH:25][C:20]([C@@H:18]([CH3:19])[C:17]([NH:16][C:13]2[CH:12]=[CH:11][C:10]([C:7]3[CH:8]=[CH:9][N:4]4[N:3]=[C:2]([NH:1][C:30]5[CH:35]=[CH:34][C:33]([S:36]([CH3:39])(=[O:38])=[O:37])=[CH:32][C:31]=5[O:40][CH3:41])[N:28]=[C:5]4[CH:6]=3)=[CH:15][CH:14]=2)=[O:27])=[CH:21][CH:22]=1, predict the reactants needed to synthesize it. The reactants are: [NH2:1][C:2]1[N:28]=[C:5]2[CH:6]=[C:7]([C:10]3[CH:15]=[CH:14][C:13]([NH:16][C:17](=[O:27])[C@@H:18]([C:20]4[CH:25]=[CH:24][C:23]([F:26])=[CH:22][CH:21]=4)[CH3:19])=[CH:12][CH:11]=3)[CH:8]=[CH:9][N:4]2[N:3]=1.Br[C:30]1[CH:35]=[CH:34][C:33]([S:36]([CH3:39])(=[O:38])=[O:37])=[CH:32][C:31]=1[O:40][CH3:41].CC(C1C=C(C(C)C)C(C2C=CC=CC=2P(C2CCCCC2)C2CCCCC2)=C(C(C)C)C=1)C.O.P([O-])([O-])([O-])=O.[K+].[K+].[K+]. (2) The reactants are: [NH2:1][C:2]1[CH:7]=[CH:6][CH:5]=[CH:4][C:3]=1[SH:8].C[Al](C)C.[CH3:13][C:14]1[N:18]=[C:17]([CH3:19])[N:16]([C:20]2[N:25]=[C:24]([CH3:26])[N:23]=[C:22]([C@@H:27]3[CH2:29][C@H:28]3[C:30](OCC)=O)[CH:21]=2)[N:15]=1. Given the product [CH3:13][C:14]1[N:18]=[C:17]([CH3:19])[N:16]([C:20]2[N:25]=[C:24]([CH3:26])[N:23]=[C:22]([C@@H:27]3[CH2:29][C@H:28]3[C:30]3[S:8][C:3]4[CH:4]=[CH:5][CH:6]=[CH:7][C:2]=4[N:1]=3)[CH:21]=2)[N:15]=1, predict the reactants needed to synthesize it. (3) Given the product [Br:1][C:2]1[CH:3]=[C:4]([N:8]2[C:12]3[CH2:13][O:14][CH2:15][CH2:16][C:11]=3[C:10]([C:17]([NH2:24])=[O:19])=[N:9]2)[CH:5]=[CH:6][CH:7]=1, predict the reactants needed to synthesize it. The reactants are: [Br:1][C:2]1[CH:3]=[C:4]([N:8]2[C:12]3[CH2:13][O:14][CH2:15][CH2:16][C:11]=3[C:10]([C:17]([O:19]CC)=O)=[N:9]2)[CH:5]=[CH:6][CH:7]=1.C([NH2:24])=O.C[O-].[Na+].